This data is from Forward reaction prediction with 1.9M reactions from USPTO patents (1976-2016). The task is: Predict the product of the given reaction. (1) The product is: [NH2:1][CH:2]([C:7]1[CH:8]=[C:9]([CH2:21][O:22][C:23]2[CH:28]=[CH:27][CH:26]=[CH:25][C:24]=2[CH2:29][C:30]([OH:32])=[O:31])[CH:10]=[C:11]([C:13]2[CH:18]=[CH:17][CH:16]=[C:15]([CH2:19][NH2:20])[CH:14]=2)[CH:12]=1)[C:3]([F:4])([F:5])[F:6]. Given the reactants [NH2:1][CH:2]([C:7]1[CH:8]=[C:9]([CH2:21][O:22][C:23]2[CH:28]=[CH:27][CH:26]=[CH:25][C:24]=2[CH2:29][C:30]([O:32]C)=[O:31])[CH:10]=[C:11]([C:13]2[CH:18]=[CH:17][CH:16]=[C:15]([CH2:19][NH2:20])[CH:14]=2)[CH:12]=1)[C:3]([F:6])([F:5])[F:4].O[Li].O, predict the reaction product. (2) Given the reactants [NH2:1][C:2]1[NH:7][C:6](=O)[CH:5]=[C:4]([CH:9]2[CH2:13][CH2:12][CH2:11][CH2:10]2)[N:3]=1.CN(C)C1C=CC=CC=1.P(Cl)(Cl)([Cl:25])=O, predict the reaction product. The product is: [NH2:1][C:2]1[N:7]=[C:6]([Cl:25])[CH:5]=[C:4]([CH:9]2[CH2:13][CH2:12][CH2:11][CH2:10]2)[N:3]=1. (3) Given the reactants [CH:1]1[C:10]2[C:5](=[C:6]([C:11]3[CH:12]=[C:13]4[C:18](=[CH:19][CH:20]=3)[C:17]([C:21]([O:23]C)=[O:22])=[CH:16][CH:15]=[CH:14]4)[CH:7]=[CH:8][CH:9]=2)[CH:4]=[CH:3][N:2]=1.[Li+].[OH-], predict the reaction product. The product is: [CH:1]1[C:10]2[C:5](=[C:6]([C:11]3[CH:12]=[C:13]4[C:18](=[CH:19][CH:20]=3)[C:17]([C:21]([OH:23])=[O:22])=[CH:16][CH:15]=[CH:14]4)[CH:7]=[CH:8][CH:9]=2)[CH:4]=[CH:3][N:2]=1. (4) Given the reactants Br[C:2]1[S:6][C:5]([NH:7][C:8](=[O:10])[NH2:9])=[C:4]([C:11]([NH2:13])=[O:12])[CH:3]=1.[CH:14]([C:16]1[CH:17]=[C:18](B(O)O)[CH:19]=[CH:20][CH:21]=1)=[O:15].C(=O)([O-])O.[Na+], predict the reaction product. The product is: [C:8]([NH:7][C:5]1[S:6][C:2]([C:20]2[CH:19]=[CH:18][CH:17]=[C:16]([CH:14]=[O:15])[CH:21]=2)=[CH:3][C:4]=1[C:11]([NH2:13])=[O:12])(=[O:10])[NH2:9].